Predict which catalyst facilitates the given reaction. From a dataset of Catalyst prediction with 721,799 reactions and 888 catalyst types from USPTO. (1) Reactant: [Br:1][C:2]1[CH:3]=[C:4]([CH:10]=[C:11]([CH2:14][CH2:15][CH2:16][O:17][CH2:18][CH3:19])[C:12]=1[CH3:13])[C:5](OCC)=[O:6].CC(C[AlH]CC(C)C)C.CC(OI1(OC(C)=O)(OC(C)=O)OC(=O)C2C=CC=CC1=2)=O.C(=O)(O)[O-].[Na+]. Product: [Br:1][C:2]1[CH:3]=[C:4]([CH:10]=[C:11]([CH2:14][CH2:15][CH2:16][O:17][CH2:18][CH3:19])[C:12]=1[CH3:13])[CH:5]=[O:6]. The catalyst class is: 363. (2) Reactant: [NH2:1][C@@H:2]([CH2:7][CH2:8][CH2:9][NH:10][C:11]([NH:13][S:14]([C:17]1[CH:22]=[CH:21][C:20]([CH3:23])=[CH:19][CH:18]=1)(=[O:16])=[O:15])=[NH:12])[C:3]([O:5][CH3:6])=[O:4].[C:24]1([CH:30]([C:41]2[CH:46]=[CH:45][CH:44]=[CH:43][CH:42]=2)[N:31]2[CH:36]=[CH:35][CH:34]=[C:33]([C:37](O)=[O:38])[C:32]2=[O:40])[CH:29]=[CH:28][CH:27]=[CH:26][CH:25]=1.CN(C(ON1N=NC2C=CC=CC1=2)=[N+](C)C)C.F[P-](F)(F)(F)(F)F.CCN(C(C)C)C(C)C. Product: [C:41]1([CH:30]([C:24]2[CH:25]=[CH:26][CH:27]=[CH:28][CH:29]=2)[N:31]2[CH:36]=[CH:35][CH:34]=[C:33]([C:37]([NH:1][C@@H:2]([CH2:7][CH2:8][CH2:9][NH:10][C:11]([NH:13][S:14]([C:17]3[CH:22]=[CH:21][C:20]([CH3:23])=[CH:19][CH:18]=3)(=[O:16])=[O:15])=[NH:12])[C:3]([O:5][CH3:6])=[O:4])=[O:38])[C:32]2=[O:40])[CH:42]=[CH:43][CH:44]=[CH:45][CH:46]=1. The catalyst class is: 31. (3) Reactant: Br[C:2]1[CH:10]=[C:9]2[C:5]([C:6]([NH2:11])=[N:7][NH:8]2)=[CH:4][CH:3]=1.[CH3:12][O:13][C:14]1[CH:19]=[CH:18][C:17](B(O)O)=[CH:16][CH:15]=1.N#N. Product: [CH3:12][O:13][C:14]1[CH:19]=[CH:18][C:17]([C:2]2[CH:10]=[C:9]3[C:5]([C:6]([NH2:11])=[N:7][NH:8]3)=[CH:4][CH:3]=2)=[CH:16][CH:15]=1. The catalyst class is: 110. (4) Product: [CH2:15]([N:22]1[CH2:27][CH2:26][CH:25]([C:28]([O:30][CH2:31][CH3:32])=[O:29])[C:24](=[O:33])[CH:23]1[CH2:45][C:46]1[CH:51]=[CH:50][CH:49]=[CH:48][CH:47]=1)[C:16]1[CH:17]=[CH:18][CH:19]=[CH:20][CH:21]=1. Reactant: C(N(C(C)C)CC)(C)C.C([Li])CCC.[CH2:15]([N:22]1[CH2:27][CH2:26][CH:25]([C:28]([O:30][CH2:31][CH3:32])=[O:29])[C:24](=[O:33])[CH2:23]1)[C:16]1[CH:21]=[CH:20][CH:19]=[CH:18][CH:17]=1.CN(P(N(C)C)(N(C)C)=O)C.[CH2:45](Br)[C:46]1[CH:51]=[CH:50][CH:49]=[CH:48][CH:47]=1. The catalyst class is: 1. (5) Reactant: [C:1]([NH:4][C:5]1[S:6][CH:7]=[C:8]([C:10]2[CH:15]=[CH:14][C:13]([N:16]3[C:20]([Cl:21])=[CH:19][C:18]([NH:22][C:23]([NH:25][C:26]4[CH:31]=[CH:30][CH:29]=[C:28]([C:32]([O:34]C)=[O:33])[CH:27]=4)=[O:24])=[C:17]3[C:36](OCC)=[O:37])=[CH:12][CH:11]=2)[N:9]=1)(=[O:3])[CH3:2].C1COCC1.CC(C)([O-])C.[K+]. Product: [C:1]([NH:4][C:5]1[S:6][CH:7]=[C:8]([C:10]2[CH:15]=[CH:14][C:13]([N:16]3[C:17]4[C:36](=[O:37])[N:25]([C:26]5[CH:27]=[C:28]([CH:29]=[CH:30][CH:31]=5)[C:32]([OH:34])=[O:33])[C:23](=[O:24])[NH:22][C:18]=4[CH:19]=[C:20]3[Cl:21])=[CH:12][CH:11]=2)[N:9]=1)(=[O:3])[CH3:2]. The catalyst class is: 14. (6) Reactant: C(OC(=O)[N:7]([CH2:12][C:13]1[N:17]([CH3:18])[C:16]([C:19]2[S:27][C:26]3[C:21](=[N:22][CH:23]=[CH:24][C:25]=3[O:28][C:29]3[CH:34]=[CH:33][C:32]([NH:35][C:36]([NH:38][CH:39]([CH3:41])[CH3:40])=[O:37])=[CH:31][C:30]=3[F:42])[CH:20]=2)=[N:15][CH:14]=1)[CH2:8][CH2:9][O:10][CH3:11])(C)(C)C.C(O)(C(F)(F)F)=O. Product: [F:42][C:30]1[CH:31]=[C:32]([NH:35][C:36]([NH:38][CH:39]([CH3:41])[CH3:40])=[O:37])[CH:33]=[CH:34][C:29]=1[O:28][C:25]1[CH:24]=[CH:23][N:22]=[C:21]2[CH:20]=[C:19]([C:16]3[N:17]([CH3:18])[C:13]([CH2:12][NH:7][CH2:8][CH2:9][O:10][CH3:11])=[CH:14][N:15]=3)[S:27][C:26]=12. The catalyst class is: 2. (7) The catalyst class is: 5. Reactant: C([O:5][CH2:6][C:7]([CH2:20][O:21]C(=O)C=C)([CH2:14][O:15]C(=O)C=C)[CH2:8][O:9]C(=O)C=C)(=O)C=C. Product: [OH:5][CH2:6][C:7]([CH2:20][OH:21])([CH2:14][OH:15])[CH2:8][OH:9]. (8) Reactant: [F:1][C:2]1[CH:7]=[CH:6][C:5]([C:8]2[O:9][C:10]3[CH:20]=[C:19]([N:21]([CH3:26])[S:22]([CH3:25])(=[O:24])=[O:23])[C:18]([C:27]4[CH:28]=[C:29]([C:33]5[N:34]([CH2:42][C:43]([OH:45])=O)[C:35]6[C:40]([CH:41]=5)=[CH:39][CH:38]=[CH:37][CH:36]=6)[CH:30]=[CH:31][CH:32]=4)=[CH:17][C:11]=3[C:12]=2[C:13](=[O:16])[NH:14][CH3:15])=[CH:4][CH:3]=1.CC[N:48]=C=NCCCN(C)C.C1C=CC2N(O)N=NC=2C=1.[NH4+].[Cl-]. Product: [NH2:48][C:43](=[O:45])[CH2:42][N:34]1[C:35]2[C:40](=[CH:39][CH:38]=[CH:37][CH:36]=2)[CH:41]=[C:33]1[C:29]1[CH:28]=[C:27]([C:18]2[C:19]([N:21]([CH3:26])[S:22]([CH3:25])(=[O:23])=[O:24])=[CH:20][C:10]3[O:9][C:8]([C:5]4[CH:4]=[CH:3][C:2]([F:1])=[CH:7][CH:6]=4)=[C:12]([C:13]([NH:14][CH3:15])=[O:16])[C:11]=3[CH:17]=2)[CH:32]=[CH:31][CH:30]=1. The catalyst class is: 23. (9) Reactant: [CH2:1]([O:3][C:4](=[O:16])/[C:5](/[C:14]#[N:15])=[CH:6]\[C:7]1[CH:12]=[CH:11][C:10]([Cl:13])=[CH:9][CH:8]=1)[CH3:2].[Cl:17][C:18]1[CH:23]=[CH:22][C:21]([Mg]Br)=[CH:20][CH:19]=1.CCCCCCC.Cl. Product: [CH2:1]([O:3][C:4](=[O:16])[C:5]([C:14]#[N:15])=[C:6]([C:21]1[CH:22]=[CH:23][C:18]([Cl:17])=[CH:19][CH:20]=1)[C:7]1[CH:8]=[CH:9][C:10]([Cl:13])=[CH:11][CH:12]=1)[CH3:2]. The catalyst class is: 133.